This data is from Full USPTO retrosynthesis dataset with 1.9M reactions from patents (1976-2016). The task is: Predict the reactants needed to synthesize the given product. (1) Given the product [O:7]=[C:4]1[CH2:5][CH2:6][O:1][CH2:2][CH:3]1[C:16]([O:17][CH2:18][CH3:19])=[O:20], predict the reactants needed to synthesize it. The reactants are: [O:1]1[CH2:6][CH2:5][C:4](=[O:7])[CH2:3][CH2:2]1.[Li+].CC([N-]C(C)C)C.[C:16](C#N)(=[O:20])[O:17][CH2:18][CH3:19].CC(O)=O. (2) Given the product [C:66]([OH:67])([C:17]([F:20])([F:19])[F:18])=[O:39].[CH3:1][C:2]1[C:7]([C:8]2[CH:16]=[C:15]([C:17]([F:19])([F:18])[F:20])[CH:14]=[C:13]3[C:9]=2[CH:10]=[N:11][NH:12]3)=[CH:6][N:5]=[C:4]([N:21]2[CH2:26][C@@H:25]3[C@@H:23]([CH2:24]3)[CH:22]2[C:27]([NH2:33])=[O:29])[N:3]=1, predict the reactants needed to synthesize it. The reactants are: [CH3:1][C:2]1[C:7]([C:8]2[CH:16]=[C:15]([C:17]([F:20])([F:19])[F:18])[CH:14]=[C:13]3[C:9]=2[CH:10]=[N:11][NH:12]3)=[CH:6][N:5]=[C:4]([N:21]2[CH2:26][C@@H:25]3[C@@H:23]([CH2:24]3)[CH:22]2[C:27]([OH:29])=O)[N:3]=1.[NH4+].[Cl-].C[N:33](C([O:39]N1N=NC2C=CC=NC1=2)=[N+](C)C)C.F[P-](F)(F)(F)(F)F.CCN(CC)CC.CN([CH:66]=[O:67])C. (3) Given the product [Cl:20][C:3]1[CH:4]=[C:5]([C:8]2([CH2:10][O:11][C:12]3[CH:13]=[CH:14][C:15]([O:18][CH3:19])=[CH:16][CH:17]=3)[CH2:9][O:22]2)[CH:6]=[CH:7][C:2]=1[Cl:1], predict the reactants needed to synthesize it. The reactants are: [Cl:1][C:2]1[CH:7]=[CH:6][C:5]([C:8]([CH2:10][O:11][C:12]2[CH:17]=[CH:16][C:15]([O:18][CH3:19])=[CH:14][CH:13]=2)=[CH2:9])=[CH:4][C:3]=1[Cl:20].C(=O)([O-])[OH:22].[Na+]. (4) The reactants are: [CH2:1]([Li])[CH2:2][CH2:3][CH3:4].[O:6]=[C:7]1[C:12]([CH2:13][C:14]2[CH:19]=[CH:18][C:17]([C:20]3[C:21]([C:26]#[N:27])=[CH:22][CH:23]=[CH:24][CH:25]=3)=[CH:16][CH:15]=2)=[C:11]([CH2:28][CH2:29][CH3:30])[N:10]2[N:31]=[CH:32][N:33]=[C:9]2[N:8]1[CH:34]1CCC(=O)[CH2:36][CH2:35]1. Given the product [CH2:4]=[C:3]1[CH2:36][CH2:35][CH:34]([N:8]2[C:7](=[O:6])[C:12]([CH2:13][C:14]3[CH:15]=[CH:16][C:17]([C:20]4[C:21]([C:26]#[N:27])=[CH:22][CH:23]=[CH:24][CH:25]=4)=[CH:18][CH:19]=3)=[C:11]([CH2:28][CH2:29][CH3:30])[N:10]3[N:31]=[CH:32][N:33]=[C:9]23)[CH2:1][CH2:2]1, predict the reactants needed to synthesize it.